This data is from Forward reaction prediction with 1.9M reactions from USPTO patents (1976-2016). The task is: Predict the product of the given reaction. Given the reactants [Br:1][C:2]1[N:7]=[CH:6][C:5]2[N:8]=[C:9]([C:14]([OH:16])=O)[N:10]([CH:11]([CH3:13])[CH3:12])[C:4]=2[CH:3]=1.[CH3:17][N:18]1[CH2:23][CH2:22][NH:21][CH2:20][CH2:19]1.F[P-](F)(F)(F)(F)F.N1(O[P+](N2CCCC2)(N2CCCC2)N2CCCC2)C2C=CC=CC=2N=N1.C(N(CC)C(C)C)(C)C, predict the reaction product. The product is: [Br:1][C:2]1[N:7]=[CH:6][C:5]2[N:8]=[C:9]([C:14]([N:21]3[CH2:22][CH2:23][N:18]([CH3:17])[CH2:19][CH2:20]3)=[O:16])[N:10]([CH:11]([CH3:12])[CH3:13])[C:4]=2[CH:3]=1.